This data is from Forward reaction prediction with 1.9M reactions from USPTO patents (1976-2016). The task is: Predict the product of the given reaction. Given the reactants [NH2:1][N:2]1[C@H:6]([CH2:7][O:8][C:9]([C:22]2[CH:27]=[CH:26][CH:25]=[CH:24][CH:23]=2)([C:16]2[CH:21]=[CH:20][CH:19]=[CH:18][CH:17]=2)[C:10]2[CH:15]=[CH:14][CH:13]=[CH:12][CH:11]=2)[CH2:5][CH2:4][C:3]1=O.[CH:29]([NH2:31])=O, predict the reaction product. The product is: [C:9]([O:8][CH2:7][C@H:6]1[N:2]2[N:1]=[CH:29][N:31]=[C:3]2[CH2:4][CH2:5]1)([C:10]1[CH:11]=[CH:12][CH:13]=[CH:14][CH:15]=1)([C:16]1[CH:21]=[CH:20][CH:19]=[CH:18][CH:17]=1)[C:22]1[CH:23]=[CH:24][CH:25]=[CH:26][CH:27]=1.